From a dataset of Full USPTO retrosynthesis dataset with 1.9M reactions from patents (1976-2016). Predict the reactants needed to synthesize the given product. (1) Given the product [Cl:1][C:2]1[CH:7]=[CH:6][C:5]([N+:8]([O-:10])=[O:9])=[C:4]([NH:12][CH:13]2[CH2:14][CH2:15][N:16]([C:19]([O:21][C:22]([CH3:25])([CH3:24])[CH3:23])=[O:20])[CH2:17][CH2:18]2)[CH:3]=1, predict the reactants needed to synthesize it. The reactants are: [Cl:1][C:2]1[CH:7]=[CH:6][C:5]([N+:8]([O-:10])=[O:9])=[C:4](F)[CH:3]=1.[NH2:12][CH:13]1[CH2:18][CH2:17][N:16]([C:19]([O:21][C:22]([CH3:25])([CH3:24])[CH3:23])=[O:20])[CH2:15][CH2:14]1.O.C(OCC)(=O)C. (2) Given the product [F:35][C:34]([F:37])([F:36])[C:32]([OH:38])=[O:33].[N:12]1[C:11]2[NH:7][CH:8]=[CH:9][C:10]=2[C:15]([C:16]2[CH:17]=[N:18][N:19]([CH:21]3[CH2:26][CH2:25][CH2:24][CH:23]([CH2:27][C:28]#[N:29])[CH2:22]3)[CH:20]=2)=[N:14][CH:13]=1, predict the reactants needed to synthesize it. The reactants are: C[Si](C)(C)CCOC[N:7]1[C:11]2[N:12]=[CH:13][N:14]=[C:15]([C:16]3[CH:17]=[N:18][N:19]([CH:21]4[CH2:26][CH2:25][CH2:24][CH:23]([CH2:27][C:28]#[N:29])[CH2:22]4)[CH:20]=3)[C:10]=2[CH:9]=[CH:8]1.[C:32]([OH:38])([C:34]([F:37])([F:36])[F:35])=[O:33].C(N)CN. (3) Given the product [CH3:12][C:13]1([CH3:29])[C:17]([CH3:19])([CH3:18])[O:16][B:15]([C:2]2[CH:7]=[CH:6][C:5]([NH:8][C:9](=[O:11])[CH3:10])=[CH:4][CH:3]=2)[O:14]1, predict the reactants needed to synthesize it. The reactants are: Br[C:2]1[CH:7]=[CH:6][C:5]([NH:8][C:9](=[O:11])[CH3:10])=[CH:4][CH:3]=1.[CH3:12][C:13]1([CH3:29])[C:17]([CH3:19])([CH3:18])[O:16][B:15]([B:15]2[O:16][C:17]([CH3:19])([CH3:18])[C:13]([CH3:29])([CH3:12])[O:14]2)[O:14]1.CC([O-])=O.[K+].